From a dataset of Experimentally validated miRNA-target interactions with 360,000+ pairs, plus equal number of negative samples. Binary Classification. Given a miRNA mature sequence and a target amino acid sequence, predict their likelihood of interaction. (1) The miRNA is hsa-miR-4280 with sequence GAGUGUAGUUCUGAGCAGAGC. The protein sequence of the target gene is MAAWAPCRRWGWAAVSFGRHPGLSASLARKPPRAWWLSACRQKASLSFLNRSELPNLAYKRLKGKTPGIIFIPGYLSNMNGIKAVAVEEFCKSLGHAFIRFDYSGIGSSDGNLAECTVGKWRKDVLSILDDVAEGPQILVGSSLGGWLMLHAAIARPEKVIALIGIATAADGLVTQYHALPVETQKEIEMKGEWTLPSRYNKEGYFRIPYSFIKEAEHHCLLHSPIPVTCPVRLLHGMKDEIVPWQRSLQVADRIVSPDVDVILRKQGDHRMKEKADIHLLICTIDDLIDKLSTVVP. Result: 0 (no interaction). (2) The miRNA is mmu-miR-501-5p with sequence AAUCCUUUGUCCCUGGGUGAAA. The protein sequence of the target gene is MKGSRTITATPEGSPEAVDLSLIGLPPPMSQRPGSASATRSIFRSMSVATGSEPRKKALEATGPGGPRAINNLRRSNSTTQVNQSWTGSPRPAEPTDFLMLFEGSTSGRRRVASLSKASSEKEATWNVLDEQPRGLALPASAQSPSTLDSALGPRRKECPLAPSFTANNRSNKGAVGNCVTTMVHNHYASSKMVSPPKSSNQTAPSLNNIVKAAAREGGEGSDLGKPRKNLSSASQSARGTTGLLRRREVTEEEAERFIHQVNQAAVTIQRWYRCQVQRRRAGAAALEHLLASKREGQRQ.... Result: 0 (no interaction). (3) The protein sequence of the target gene is MSSTEQSTSRATTSTNCTKTEETVDVIGTVEVTECNWTMTEESRDAIIRIIKERMSHTEYQYVDDDVPNSERCHFCMKRKGRWMGDDCSDHSSLCKHCCYEMIRDSIKDYKSGPLYARCPQCFRNISSLTRRKRRLTSEGHDENCPAPMVPMVNAEHSISLCDYTTSMMGGGQVNKGFESSSSL. The miRNA is hsa-miR-3201 with sequence GGGAUAUGAAGAAAAAU. Result: 0 (no interaction). (4) The miRNA is mmu-miR-1906 with sequence UGCAGCAGCCUGAGGCAGGGCU. The protein sequence of the target gene is MEAGPSGAAAGAYLPPLQQVFQAPRRPGIGTVGKPIKLLANYFEVDIPKIDVYHYEVDIKPDKCPRRVNREVVEYMVQHFKPQIFGDRKPVYDGKKNIYTVTALPIGNERVDFEVTIPGEGKDRIFKVSIKWLAIVSWRMLHEALVSGQIPVPLESVQALDVAMRHLASMRYTPVGRSFFSPPEGYYHPLGGGREVWFGFHQSVRPAMWKMMLNIDVSATAFYKAQPVIEFMCEVLDIRNIDEQPKPLTDSQRVRFTKEIKGLKVEVTHCGQMKRKYRVCNVTRRPASHQTFPLQLESGQ.... Result: 0 (no interaction). (5) The protein sequence of the target gene is MPEIRVTPLGAGQDVGRSCILVSIAGKNVMLDCGMHMGFNDDRRFPDFSYITQNGRLTDFLDCVIISHFHLDHCGALPYFSEMVGYDGPIYMTHPTQAICPILLEDYRKIAVDKKGEANFFTSQMIKDCMKKVVAVHLHQTVQVDDELEIKAYYAGHVLGAAMFQIKVGSESVVYTGDYNMTPDRHLGAAWIDKCRPNLLITESTYATTIRDSKRCRERDFLKKVHETVERGGKVLIPVFALGRAQELCILLETFWERMNLKVPIYFSTGLTEKANHYYKLFIPWTNQKIRKTFVQRNMF.... The miRNA is hsa-miR-4766-5p with sequence UCUGAAAGAGCAGUUGGUGUU. Result: 0 (no interaction). (6) The miRNA is hsa-miR-5581-3p with sequence UUCCAUGCCUCCUAGAAGUUCC. The protein sequence of the target gene is MRSRWIWRFLRPDGGGIRWTSTPHGRLSPALRRGFLTTTTKSDYDRRPVDITPLEQRKLTFDTHALVQDLETHGFDKTQAQTIVSVLSTLSNVSLDTIYKEMVTKAQQEITVQQLMAHLDSIRKDMVILEKSEFANLRAENEKMKIELDQVKQQLTNETSRIRADNKLDINLERSRVTDMFTDQEKQLIEATNEFAKKDTQTKSIISETSNKIDTEIASLKTLMESSKLETIRYLAASVFTCLAIALGFYRFWKEN. Result: 0 (no interaction). (7) The miRNA is hsa-miR-4759 with sequence UAGGACUAGAUGUUGGAAUUA. The protein sequence of the target gene is MQGEDARYLKRKVKGGNIDVHPSEKALIVHYEVEATILGEMGDPMLGERKECQKIIRLKSLNANTDITSLARKVVEECKLIHPSKLNEVEQLLYYLQNRRDSLSGKEKKEKSSKPKDPPPFEGMEIDEVANINDMDEYIELLYEDIPDKVRGSALILQLARNPDNLEELLLNETALGALARVLREDWKQSVELATNIIYIFFCFSSFSQFHGLITHYKIGALCMNIIDHELKRHELWQEELSKKKKAVDEDPENQTLRKDYEKTFKKYQGLVVKQEQLLRVALYLLLNLAEDTRTELKMR.... Result: 0 (no interaction). (8) The protein sequence of the target gene is MVLDLDLFRVDKGGDPALIRETQEKRFKDPGLVDQLVKADSEWRRCRFRADNLNKLKNLCSKTIGEKMKKKEPVGDDESVPENVLSFDDLTADALANLKVSQIKKVRLLIDEAILKCDAERIKLEAERFENLREIGNLLHPSVPISNDEDVDNKVERIWGDCTVRKKYSHVDLVVMVDGFEGEKGAVVAGSRGYFLKGVLVFLEQALIQYALRTLGSRGYIPIYTPFFMRKEVMQEVAQLSQFDEELYKVIGKGSEKSDDNSYDEKYLIATSEQPIAALHRDEWLRPEDLPIKYAGLSTC.... Result: 1 (interaction). The miRNA is hsa-miR-1207-5p with sequence UGGCAGGGAGGCUGGGAGGGG.